From a dataset of Peptide-MHC class II binding affinity with 134,281 pairs from IEDB. Regression. Given a peptide amino acid sequence and an MHC pseudo amino acid sequence, predict their binding affinity value. This is MHC class II binding data. (1) The peptide sequence is GELQIVDKIDAEFKI. The MHC is DRB1_0101 with pseudo-sequence DRB1_0101. The binding affinity (normalized) is 0.469. (2) The peptide sequence is QAMASTEGNVTGMFA. The MHC is DRB1_0404 with pseudo-sequence DRB1_0404. The binding affinity (normalized) is 0.0747. (3) The peptide sequence is KKTFDHTLMSIVSSL. The MHC is DRB1_0301 with pseudo-sequence DRB1_0301. The binding affinity (normalized) is 0.403. (4) The peptide sequence is IIAGTPEVHAVKPGA. The MHC is HLA-DQA10104-DQB10503 with pseudo-sequence HLA-DQA10104-DQB10503. The binding affinity (normalized) is 0.111. (5) The peptide sequence is FEIKCTKPEACSGEP. The MHC is DRB4_0101 with pseudo-sequence DRB4_0103. The binding affinity (normalized) is 0.226.